From a dataset of Forward reaction prediction with 1.9M reactions from USPTO patents (1976-2016). Predict the product of the given reaction. (1) Given the reactants [C:1]([C:5]1[N:10]=[C:9](Cl)[C:8]([C:12]([N:14]([CH2:32][CH:33]([CH3:35])[CH3:34])[C@@H:15]2[CH2:20][N:19]([C:21]([O:23][C:24]([CH3:27])([CH3:26])[CH3:25])=[O:22])[CH2:18][C@H:17]([C:28]([O:30][CH3:31])=[O:29])[CH2:16]2)=[O:13])=[CH:7][N:6]=1)([CH3:4])([CH3:3])[CH3:2].C(N(CC)C(C)C)(C)C.[CH:45]#[C:46][CH2:47][CH2:48][CH2:49][CH3:50], predict the reaction product. The product is: [C:1]([C:5]1[N:10]=[C:9]([C:45]#[C:46][CH2:47][CH2:48][CH2:49][CH3:50])[C:8]([C:12]([N:14]([CH2:32][CH:33]([CH3:35])[CH3:34])[C@@H:15]2[CH2:20][N:19]([C:21]([O:23][C:24]([CH3:27])([CH3:26])[CH3:25])=[O:22])[CH2:18][C@H:17]([C:28]([O:30][CH3:31])=[O:29])[CH2:16]2)=[O:13])=[CH:7][N:6]=1)([CH3:4])([CH3:3])[CH3:2]. (2) Given the reactants [Cl:1][CH2:2][CH2:3][CH2:4][CH:5]([C:9]1[CH:14]=[CH:13][CH:12]=[CH:11][C:10]=1[C:15]([F:18])([F:17])[F:16])[C:6](O)=[O:7].C(Cl)(=O)C(Cl)=O.[OH-].[Na+].C[N:28](C=O)C.[NH4+].[OH-], predict the reaction product. The product is: [Cl:1][CH2:2][CH2:3][CH2:4][CH:5]([C:9]1[CH:14]=[CH:13][CH:12]=[CH:11][C:10]=1[C:15]([F:18])([F:17])[F:16])[C:6]([NH2:28])=[O:7]. (3) Given the reactants [OH:1][C:2]1[C:11]2[C:6](=[CH:7][CH:8]=[CH:9][CH:10]=2)[C:5]([CH2:15][CH2:16][CH3:17])([CH2:12][CH2:13][CH3:14])[C:4](=[O:18])[C:3]=1C(OCC)=O.C(C1(CCCC)C2C(=CC=CC=2)C(O)=C(C(OCC)=O)C1=O)CCC, predict the reaction product. The product is: [CH2:15]([C:5]1([CH2:12][CH2:13][CH3:14])[C:6]2[C:11](=[CH:10][CH:9]=[CH:8][CH:7]=2)[C:2]([OH:1])=[CH:3][C:4]1=[O:18])[CH2:16][CH3:17]. (4) Given the reactants Cl.[CH:2]1([O:7][NH2:8])[CH2:6][CH2:5][CH2:4][CH2:3]1.C([O:11][C:12]([C:14]1[C:15](=[O:37])[C:16]2[CH:21]=[N:20][C:19](S(C)(=O)=O)=[N:18][C:17]=2[N:26]([C:28]2[CH:29]=[C:30]3[C:34](=[CH:35][CH:36]=2)[CH2:33][CH2:32]C3)[CH:27]=1)=O)C.[CH3:38][N:39]1[CH2:44][CH2:43][N:42]([CH2:45][CH2:46][C:47]2[CH:52]=[CH:51][C:50]([NH2:53])=[CH:49][CH:48]=2)[CH2:41][CH2:40]1, predict the reaction product. The product is: [CH:2]1([O:7][NH:8][C:12]([C:14]2[C:15](=[O:37])[C:16]3[CH:21]=[N:20][C:19]([NH:53][C:50]4[CH:51]=[CH:52][C:47]([CH2:46][CH2:45][N:42]5[CH2:41][CH2:40][N:39]([CH3:38])[CH2:44][CH2:43]5)=[CH:48][CH:49]=4)=[N:18][C:17]=3[N:26]([C:28]3[CH:36]=[CH:35][C:34]([CH2:30][CH3:29])=[CH:33][CH:32]=3)[CH:27]=2)=[O:11])[CH2:6][CH2:5][CH2:4][CH2:3]1. (5) Given the reactants [Cl:1][C:2]1[CH:3]=[C:4]2[C:9](=[CH:10][CH:11]=1)[N:8]=[C:7]([C:12]([NH:14][C@H:15]1[CH2:19][CH2:18][NH:17][CH2:16]1)=[O:13])[N:6]=[CH:5]2.Cl[C:21]1[C:22]2[N:23]([CH:27]=[CH:28][CH:29]=2)[CH:24]=[CH:25][N:26]=1, predict the reaction product. The product is: [Cl:1][C:2]1[CH:3]=[C:4]2[C:9](=[CH:10][CH:11]=1)[N:8]=[C:7]([C:12]([NH:14][C@H:15]1[CH2:19][CH2:18][N:17]([C:21]3[C:22]4[N:23]([CH:27]=[CH:28][CH:29]=4)[CH:24]=[CH:25][N:26]=3)[CH2:16]1)=[O:13])[N:6]=[CH:5]2. (6) Given the reactants [Cl:1][C:2]1[CH:3]=[C:4]2[C:8](=[CH:9][CH:10]=1)[N:7]([CH2:11][C:12]([O:14]C)=[O:13])[C:6]([CH3:16])=[C:5]2[S:17]([C:20]1[CH:25]=[CH:24][C:23]([Cl:26])=[CH:22][CH:21]=1)(=[O:19])=[O:18].[OH-].[Na+], predict the reaction product. The product is: [Cl:1][C:2]1[CH:3]=[C:4]2[C:8](=[CH:9][CH:10]=1)[N:7]([CH2:11][C:12]([OH:14])=[O:13])[C:6]([CH3:16])=[C:5]2[S:17]([C:20]1[CH:25]=[CH:24][C:23]([Cl:26])=[CH:22][CH:21]=1)(=[O:18])=[O:19].